From a dataset of Forward reaction prediction with 1.9M reactions from USPTO patents (1976-2016). Predict the product of the given reaction. (1) The product is: [OH:2][C:3]1[N:7]([C:8]2[CH:23]=[CH:22][C:11]([C:12]([NH:14][CH2:15][CH:16]3[CH2:21][CH2:20][O:19][CH2:18][CH2:17]3)=[O:13])=[CH:10][N:9]=2)[N:6]=[CH:5][C:4]=1[C:24]1[CH:29]=[CH:28][N:27]=[C:26]([CH3:30])[CH:25]=1. Given the reactants C[O:2][C:3]1[N:7]([C:8]2[CH:23]=[CH:22][C:11]([C:12]([NH:14][CH2:15][CH:16]3[CH2:21][CH2:20][O:19][CH2:18][CH2:17]3)=[O:13])=[CH:10][N:9]=2)[N:6]=[CH:5][C:4]=1[C:24]1[CH:29]=[CH:28][N:27]=[C:26]([CH3:30])[CH:25]=1.[Cl-].[Li+], predict the reaction product. (2) Given the reactants C[O:2][C:3]([CH:5]1[CH2:12][CH:11]2[N:13]([C:14]([C:16]3[CH:25]=[CH:24][C:23]4[C:18](=[C:19]([C:34]([F:37])([F:36])[F:35])[C:20]([O:26][CH:27]5[CH2:32][CH2:31][CH:30]([CH3:33])[CH2:29][CH2:28]5)=[CH:21][CH:22]=4)[CH:17]=3)=[O:15])[CH:7]([CH2:8][CH2:9][CH2:10]2)[CH2:6]1)=[O:4].O1CCCC1.CO.O.[OH-].[Li+].Cl, predict the reaction product. The product is: [CH3:33][CH:30]1[CH2:31][CH2:32][CH:27]([O:26][C:20]2[C:19]([C:34]([F:37])([F:35])[F:36])=[C:18]3[C:23]([CH:24]=[CH:25][C:16]([C:14]([N:13]4[CH:7]5[CH2:8][CH2:9][CH2:10][CH:11]4[CH2:12][CH:5]([C:3]([OH:4])=[O:2])[CH2:6]5)=[O:15])=[CH:17]3)=[CH:22][CH:21]=2)[CH2:28][CH2:29]1.